Dataset: Forward reaction prediction with 1.9M reactions from USPTO patents (1976-2016). Task: Predict the product of the given reaction. Given the reactants [NH2:1][C:2]1[N:3]=[C:4]([NH:17][CH:18]2[CH2:23][CH2:22][N:21]([S:24]([C:27]3[CH:28]=[N:29][C:30]([CH:33]=[CH2:34])=[N:31][CH:32]=3)(=[O:26])=[O:25])[CH2:20][CH2:19]2)[S:5][C:6]=1[C:7]([C:9]1[C:14]([F:15])=[CH:13][CH:12]=[CH:11][C:10]=1[F:16])=[O:8].[ClH:35].[CH3:36][NH:37][CH3:38], predict the reaction product. The product is: [ClH:35].[NH2:1][C:2]1[N:3]=[C:4]([NH:17][CH:18]2[CH2:19][CH2:20][N:21]([S:24]([C:27]3[CH:32]=[N:31][C:30]([CH2:33][CH2:34][N:37]([CH3:38])[CH3:36])=[N:29][CH:28]=3)(=[O:25])=[O:26])[CH2:22][CH2:23]2)[S:5][C:6]=1[C:7]([C:9]1[C:10]([F:16])=[CH:11][CH:12]=[CH:13][C:14]=1[F:15])=[O:8].